This data is from NCI-60 drug combinations with 297,098 pairs across 59 cell lines. The task is: Regression. Given two drug SMILES strings and cell line genomic features, predict the synergy score measuring deviation from expected non-interaction effect. Drug 1: CNC(=O)C1=CC=CC=C1SC2=CC3=C(C=C2)C(=NN3)C=CC4=CC=CC=N4. Drug 2: CC1C(C(CC(O1)OC2CC(CC3=C2C(=C4C(=C3O)C(=O)C5=C(C4=O)C(=CC=C5)OC)O)(C(=O)CO)O)N)O.Cl. Cell line: HOP-62. Synergy scores: CSS=37.5, Synergy_ZIP=0.619, Synergy_Bliss=1.18, Synergy_Loewe=-18.5, Synergy_HSA=-0.442.